This data is from Full USPTO retrosynthesis dataset with 1.9M reactions from patents (1976-2016). The task is: Predict the reactants needed to synthesize the given product. The reactants are: [F:1][C:2]([F:12])([F:11])[S:3][C:4]1[CH:10]=[CH:9][C:7]([NH2:8])=[CH:6][CH:5]=1.C[Al](C)C.[F:17][C:18]1[CH:23]=[C:22]([F:24])[CH:21]=[CH:20][C:19]=1[C@@:25]([OH:51])([CH2:45][N:46]1[CH:50]=[N:49][CH:48]=[N:47]1)[C@H:26]([S:28][C@@H:29]1[CH2:34][O:33][C@@H:32]([C:35]2[CH:44]=[CH:43][C:38]([C:39](OC)=[O:40])=[CH:37][CH:36]=2)[O:31][CH2:30]1)[CH3:27]. Given the product [F:17][C:18]1[CH:23]=[C:22]([F:24])[CH:21]=[CH:20][C:19]=1[C@@:25]([OH:51])([CH2:45][N:46]1[CH:50]=[N:49][CH:48]=[N:47]1)[C@H:26]([S:28][C@@H:29]1[CH2:34][O:33][C@@H:32]([C:35]2[CH:36]=[CH:37][C:38]([C:39]([NH:8][C:7]3[CH:9]=[CH:10][C:4]([S:3][C:2]([F:11])([F:1])[F:12])=[CH:5][CH:6]=3)=[O:40])=[CH:43][CH:44]=2)[O:31][CH2:30]1)[CH3:27], predict the reactants needed to synthesize it.